From a dataset of Full USPTO retrosynthesis dataset with 1.9M reactions from patents (1976-2016). Predict the reactants needed to synthesize the given product. Given the product [CH2:7]([O:9][C:10]([C:12]1[CH:13]=[N:14][C:15]2[C:20]([C:21]=1[N:22]([S:30]([C:33]1[CH:38]=[CH:37][C:36]([C:44]3[CH:49]=[CH:48][CH:47]=[CH:46][CH:45]=3)=[CH:35][CH:34]=1)(=[O:32])=[O:31])[CH2:23][C:24]1[CH:25]=[N:26][CH:27]=[CH:28][CH:29]=1)=[CH:19][CH:18]=[C:17]([C:40]([F:43])([F:42])[F:41])[CH:16]=2)=[O:11])[CH3:8], predict the reactants needed to synthesize it. The reactants are: COCCOC.[CH2:7]([O:9][C:10]([C:12]1[CH:13]=[N:14][C:15]2[C:20]([C:21]=1[N:22]([S:30]([C:33]1[CH:38]=[CH:37][C:36](Br)=[CH:35][CH:34]=1)(=[O:32])=[O:31])[CH2:23][C:24]1[CH:25]=[N:26][CH:27]=[CH:28][CH:29]=1)=[CH:19][CH:18]=[C:17]([C:40]([F:43])([F:42])[F:41])[CH:16]=2)=[O:11])[CH3:8].[C:44]1(B(O)O)[CH:49]=[CH:48][CH:47]=[CH:46][CH:45]=1.C([O-])([O-])=O.[Na+].[Na+].